Predict the reaction yield, written as a fraction of the theoretical maximum amount of product (1.0 means a 100% yield; for example, 0.34 means a 34% yield). From a dataset of Reaction yield outcomes from USPTO patents with 853,638 reactions. (1) The reactants are C(O[C:6]([N:8]1[CH2:12][CH2:11][CH2:10][CH:9]1[CH:13]=[CH2:14])=O)(C)(C)C.[N+:15]([C:18]1[CH:25]=[CH:24][C:21](CBr)=[CH:20][CH:19]=1)([O-:17])=[O:16].C([O-])([O-])=O.[K+].[K+].CCOC(C)=O. The catalyst is C(Cl)Cl.C(O)(C(F)(F)F)=O.O. The product is [N+:15]([C:18]1[CH:25]=[CH:24][C:21]([CH2:6][N:8]2[CH2:12][CH2:11][CH2:10][CH:9]2[CH:13]=[CH2:14])=[CH:20][CH:19]=1)([O-:17])=[O:16]. The yield is 0.850. (2) The reactants are [CH3:1][O:2][CH2:3][CH2:4][CH2:5][O:6][C:7]1[CH:8]=[C:9]([CH:12]=[CH:13][C:14]=1[O:15][Si:16]([CH:23]([CH3:25])[CH3:24])([CH:20]([CH3:22])[CH3:21])[CH:17]([CH3:19])[CH3:18])[CH:10]=[O:11].[CH3:26][Mg]Cl.[Cl-].[NH4+]. The catalyst is O1CCCC1. The product is [CH3:1][O:2][CH2:3][CH2:4][CH2:5][O:6][C:7]1[CH:8]=[C:9]([CH:10]([OH:11])[CH3:26])[CH:12]=[CH:13][C:14]=1[O:15][Si:16]([CH:23]([CH3:25])[CH3:24])([CH:20]([CH3:22])[CH3:21])[CH:17]([CH3:18])[CH3:19]. The yield is 1.00. (3) The reactants are [NH2:1][C:2]1[CH:3]=[CH:4][CH:5]=[C:6]2[C:11]=1[N:10]=[CH:9][CH:8]=[CH:7]2.[C:12]1([CH3:22])[CH:17]=[CH:16][C:15]([S:18](Cl)(=[O:20])=[O:19])=[CH:14][CH:13]=1. The catalyst is CN(C1C=CN=CC=1)C.CCCCCC. The product is [CH3:22][C:12]1[CH:17]=[CH:16][C:15]([S:18]([NH:1][C:2]2[CH:3]=[CH:4][CH:5]=[C:6]3[C:11]=2[N:10]=[CH:9][CH:8]=[CH:7]3)(=[O:20])=[O:19])=[CH:14][CH:13]=1. The yield is 0.600. (4) The reactants are O[C:2]1[C:3]2[S:15][CH:14]=[CH:13][C:4]=2[N:5]=[C:6]([C:8]([O:10][CH2:11][CH3:12])=[O:9])[N:7]=1.P(Cl)(Cl)([Cl:18])=O. No catalyst specified. The product is [Cl:18][C:2]1[C:3]2[S:15][CH:14]=[CH:13][C:4]=2[N:5]=[C:6]([C:8]([O:10][CH2:11][CH3:12])=[O:9])[N:7]=1. The yield is 0.830. (5) The reactants are Cl[C:2]1[N:7]2[N:8]=[CH:9][C:10]([C:11]([O:13][CH2:14][CH3:15])=[O:12])=[C:6]2[N:5]=[CH:4][C:3]=1[C:16]([N:18]1[CH2:23][CH2:22][C:21]2([C:27]3[CH:28]=[C:29]([F:32])[CH:30]=[CH:31][C:26]=3[O:25][CH2:24]2)[CH2:20][CH2:19]1)=[O:17].[CH3:33][C:34]1[CH:40]=[CH:39][CH:38]=[CH:37][C:35]=1[NH2:36]. No catalyst specified. The product is [CH2:14]([O:13][C:11]([C:10]1[CH:9]=[N:8][N:7]2[C:2]([NH:36][C:35]3[CH:37]=[CH:38][CH:39]=[CH:40][C:34]=3[CH3:33])=[C:3]([C:16]([N:18]3[CH2:23][CH2:22][C:21]4([C:27]5[CH:28]=[C:29]([F:32])[CH:30]=[CH:31][C:26]=5[O:25][CH2:24]4)[CH2:20][CH2:19]3)=[O:17])[CH:4]=[N:5][C:6]=12)=[O:12])[CH3:15]. The yield is 0.500. (6) The reactants are [CH2:1]([O:3][C:4](=[O:21])[C@@H:5]1[CH2:9][CH2:8][C:7](=[O:10])[N:6]1[C:11]12[CH2:20][CH:15]3[CH2:16][CH:17]([CH2:19][CH:13]([CH2:14]3)[CH2:12]1)[CH2:18]2)[CH3:2].C[Si]([N-][Si](C)(C)C)(C)C.[Li+].[Cl:32][C:33]1[CH:40]=[CH:39][CH:38]=[C:37]([Cl:41])[C:34]=1[CH2:35]Cl.[Cl-].[NH4+]. The catalyst is O1CCCC1. The product is [CH2:1]([O:3][C:4](=[O:21])[C@@H:5]1[CH2:9][CH:8]([CH2:35][C:34]2[C:33]([Cl:32])=[CH:40][CH:39]=[CH:38][C:37]=2[Cl:41])[C:7](=[O:10])[N:6]1[C:11]12[CH2:18][CH:17]3[CH2:19][CH:13]([CH2:14][CH:15]([CH2:16]3)[CH2:20]1)[CH2:12]2)[CH3:2]. The yield is 0.280.